Dataset: Catalyst prediction with 721,799 reactions and 888 catalyst types from USPTO. Task: Predict which catalyst facilitates the given reaction. (1) Reactant: [F:1][CH:2]([F:11])[P:3]([O:8][CH2:9][CH3:10])(=[O:7])[O:4][CH2:5][CH3:6].[CH2:12](Br)[CH2:13][CH2:14][CH2:15][CH2:16][CH2:17][CH2:18][CH2:19][CH2:20][CH2:21][CH2:22][CH2:23][CH2:24][CH3:25]. Product: [CH2:5]([O:4][P:3]([C:2]([F:1])([F:11])[CH2:25][CH2:24][CH2:23][CH2:22][CH2:21][CH2:20][CH2:19][CH2:18][CH2:17][CH2:16][CH2:15][CH2:14][CH2:13][CH3:12])(=[O:7])[O:8][CH2:9][CH3:10])[CH3:6]. The catalyst class is: 1. (2) Reactant: Cl.Cl.[Cl:3][C:4]1[CH:5]=[C:6]([CH:14]=[CH:15][CH:16]=1)[CH2:7][N:8]1[CH2:13][CH2:12][NH:11][CH2:10][CH2:9]1.Br[CH:18]([CH3:34])[C:19]([C:21]1[CH:30]=[CH:29][C:28]2[C:23](=[CH:24][CH:25]=[C:26]([O:32][CH3:33])[C:27]=2[Cl:31])[CH:22]=1)=[O:20].C([O-])([O-])=O.[K+].[K+]. Product: [ClH:3].[ClH:31].[Cl:3][C:4]1[CH:5]=[C:6]([CH:14]=[CH:15][CH:16]=1)[CH2:7][N:8]1[CH2:9][CH2:10][N:11]([CH:18]([C:19]([C:21]2[CH:30]=[CH:29][C:28]3[C:23](=[CH:24][CH:25]=[C:26]([O:32][CH3:33])[C:27]=3[Cl:31])[CH:22]=2)=[O:20])[CH3:34])[CH2:12][CH2:13]1. The catalyst class is: 3.